From a dataset of NCI-60 drug combinations with 297,098 pairs across 59 cell lines. Regression. Given two drug SMILES strings and cell line genomic features, predict the synergy score measuring deviation from expected non-interaction effect. (1) Drug 1: C1=NC(=NC(=O)N1C2C(C(C(O2)CO)O)O)N. Drug 2: CN1C2=C(C=C(C=C2)N(CCCl)CCCl)N=C1CCCC(=O)O.Cl. Cell line: OVCAR-5. Synergy scores: CSS=15.0, Synergy_ZIP=-5.75, Synergy_Bliss=-3.42, Synergy_Loewe=-40.1, Synergy_HSA=-4.34. (2) Drug 1: C1=NC2=C(N=C(N=C2N1C3C(C(C(O3)CO)O)O)F)N. Drug 2: CC1=C2C(C(=O)C3(C(CC4C(C3C(C(C2(C)C)(CC1OC(=O)C(C(C5=CC=CC=C5)NC(=O)OC(C)(C)C)O)O)OC(=O)C6=CC=CC=C6)(CO4)OC(=O)C)O)C)O. Cell line: A549. Synergy scores: CSS=-0.636, Synergy_ZIP=1.27, Synergy_Bliss=2.50, Synergy_Loewe=-2.72, Synergy_HSA=-2.20. (3) Drug 1: C1CC(=O)NC(=O)C1N2CC3=C(C2=O)C=CC=C3N. Drug 2: COC1=NC(=NC2=C1N=CN2C3C(C(C(O3)CO)O)O)N. Cell line: HCT-15. Synergy scores: CSS=7.30, Synergy_ZIP=-2.79, Synergy_Bliss=1.26, Synergy_Loewe=-3.68, Synergy_HSA=-1.84.